From a dataset of CYP3A4 inhibition data for predicting drug metabolism from PubChem BioAssay. Regression/Classification. Given a drug SMILES string, predict its absorption, distribution, metabolism, or excretion properties. Task type varies by dataset: regression for continuous measurements (e.g., permeability, clearance, half-life) or binary classification for categorical outcomes (e.g., BBB penetration, CYP inhibition). Dataset: cyp3a4_veith. (1) The drug is O=C1C(Cc2ccccc2)C(c2ccccc2)N1c1ccccc1. The result is 0 (non-inhibitor). (2) The drug is NN(CC(=O)O)CC(=O)O. The result is 0 (non-inhibitor).